The task is: Predict the reactants needed to synthesize the given product.. This data is from Full USPTO retrosynthesis dataset with 1.9M reactions from patents (1976-2016). The reactants are: [CH2:1]([N:8]1[CH2:12][C:11]([CH3:14])([CH3:13])[CH2:10][C:9]1=[O:15])[C:2]1[CH:7]=[CH:6][CH:5]=[CH:4][CH:3]=1.[Li+].C[Si]([N-][Si](C)(C)C)(C)C.C1(S(N2C(C3C=CC=CC=3)O2)(=O)=[O:33])C=CC=CC=1. Given the product [CH2:1]([N:8]1[CH2:12][C:11]([CH3:13])([CH3:14])[CH:10]([OH:33])[C:9]1=[O:15])[C:2]1[CH:7]=[CH:6][CH:5]=[CH:4][CH:3]=1, predict the reactants needed to synthesize it.